This data is from Full USPTO retrosynthesis dataset with 1.9M reactions from patents (1976-2016). The task is: Predict the reactants needed to synthesize the given product. Given the product [Cl:35][CH2:36][CH2:37][O:25][C:21]1[C:22]([I:24])=[CH:23][C:18]([O:17][C:13]2[C:14]([I:16])=[CH:15][C:10]([CH2:9][C:8]([NH:7][CH:1]3[CH2:2][CH2:3][CH2:4][CH2:5][CH2:6]3)=[O:28])=[CH:11][C:12]=2[I:27])=[CH:19][C:20]=1[I:26], predict the reactants needed to synthesize it. The reactants are: [CH:1]1([NH:7][C:8](=[O:28])[CH2:9][C:10]2[CH:15]=[C:14]([I:16])[C:13]([O:17][C:18]3[CH:23]=[C:22]([I:24])[C:21]([OH:25])=[C:20]([I:26])[CH:19]=3)=[C:12]([I:27])[CH:11]=2)[CH2:6][CH2:5][CH2:4][CH2:3][CH2:2]1.C([O-])([O-])=O.[Cs+].[Cs+].[Cl:35][CH:36](Cl)[CH3:37].